Task: Predict the reaction yield, written as a fraction of the theoretical maximum amount of product (1.0 means a 100% yield; for example, 0.34 means a 34% yield).. Dataset: Reaction yield outcomes from USPTO patents with 853,638 reactions (1) The reactants are [F:1][C:2]([F:19])([C:8]1([OH:18])[CH:15]2[CH2:16][CH:11]3[CH2:12][CH:13]([CH2:17][CH:9]1[CH2:10]3)[CH2:14]2)[C:3]([O:5]CC)=[O:4].[OH-].[Na+].Cl.[Cl-].[F:24][C:25]1[CH:30]=[CH:29][C:28]([S+:31]([C:38]2[CH:43]=[CH:42][CH:41]=[CH:40][CH:39]=2)[C:32]2[CH:37]=[CH:36][CH:35]=[CH:34][CH:33]=2)=[CH:27][CH:26]=1. The catalyst is C(Cl)Cl.O.O1CCOCC1. The product is [F:1][C:2]([F:19])([C:8]1([OH:18])[CH:9]2[CH2:17][CH:13]3[CH2:12][CH:11]([CH2:16][CH:15]1[CH2:14]3)[CH2:10]2)[C:3]([O-:5])=[O:4].[F:24][C:25]1[CH:30]=[CH:29][C:28]([S+:31]([C:38]2[CH:39]=[CH:40][CH:41]=[CH:42][CH:43]=2)[C:32]2[CH:37]=[CH:36][CH:35]=[CH:34][CH:33]=2)=[CH:27][CH:26]=1. The yield is 0.450. (2) The reactants are [C:1]([O:5][C:6]([N:8]([CH3:14])[CH2:9][CH2:10][C:11]([OH:13])=O)=[O:7])([CH3:4])([CH3:3])[CH3:2].C1N=CN(C(N2C=NC=C2)=O)C=1.[CH3:27][O:28][NH:29][CH3:30]. The catalyst is C1COCC1. The product is [CH3:27][O:28][N:29]([CH3:30])[C:11](=[O:13])[CH2:10][CH2:9][N:8]([CH3:14])[C:6](=[O:7])[O:5][C:1]([CH3:2])([CH3:3])[CH3:4]. The yield is 0.755. (3) The reactants are [CH3:1][C:2]1([CH3:17])[CH2:7][CH2:6][CH2:5][CH2:4][CH:3]1[CH2:8][NH:9][C:10]1[CH:15]=[CH:14][CH:13]=[C:12]([F:16])[CH:11]=1.[H-].[Na+].[CH3:20]I.O. The product is [CH3:1][C:2]1([CH3:17])[CH2:7][CH2:6][CH2:5][CH2:4][CH:3]1[CH2:8][N:9]([CH3:20])[C:10]1[CH:15]=[CH:14][CH:13]=[C:12]([F:16])[CH:11]=1. The yield is 0.730. The catalyst is CN(C)C=O.